Dataset: Catalyst prediction with 721,799 reactions and 888 catalyst types from USPTO. Task: Predict which catalyst facilitates the given reaction. (1) Reactant: [NH2:1][C:2]1[CH:7]=[CH:6][C:5]([CH2:8][C:9]([NH:11][CH:12]([C:19]2[CH:24]=[CH:23][C:22]([CH3:25])=[CH:21][C:20]=2[CH3:26])[C:13]2[CH:18]=[CH:17][CH:16]=[CH:15][CH:14]=2)=[O:10])=[CH:4][CH:3]=1.Cl[CH2:28][C:29]1[C:30]([CH3:35])=[N:31][CH:32]=[CH:33][CH:34]=1.C([O-])([O-])=O.[K+].[K+].O. Product: [CH3:26][C:20]1[CH:21]=[C:22]([CH3:25])[CH:23]=[CH:24][C:19]=1[CH:12]([C:13]1[CH:18]=[CH:17][CH:16]=[CH:15][CH:14]=1)[NH:11][C:9](=[O:10])[CH2:8][C:5]1[CH:6]=[CH:7][C:2]([NH:1][CH2:28][C:29]2[C:30]([CH3:35])=[N:31][CH:32]=[CH:33][CH:34]=2)=[CH:3][CH:4]=1. The catalyst class is: 23. (2) Reactant: [C:1]1([CH3:11])[CH:6]=[CH:5][C:4]([S:7]([O-:10])(=[O:9])=[O:8])=[CH:3][CH:2]=1.C([S:31][CH2:32][CH2:33][O:34][CH2:35][CH2:36][N+:37]([CH3:40])([CH3:39])[CH3:38])(C1C=CC=CC=1)(C1C=CC=CC=1)C1C=CC=CC=1. Product: [C:1]1([CH3:11])[CH:2]=[CH:3][C:4]([S:7]([O-:10])(=[O:8])=[O:9])=[CH:5][CH:6]=1.[SH:31][CH2:32][CH2:33][O:34][CH2:35][CH2:36][N+:37]([CH3:40])([CH3:39])[CH3:38]. The catalyst class is: 55.